From a dataset of Experimentally validated miRNA-target interactions with 360,000+ pairs, plus equal number of negative samples. Binary Classification. Given a miRNA mature sequence and a target amino acid sequence, predict their likelihood of interaction. (1) The miRNA is hsa-miR-298 with sequence AGCAGAAGCAGGGAGGUUCUCCCA. The protein sequence of the target gene is MERAEEPVVYQKLLPWEPSLESEEEVEEEETSEALVLNPRRHQDSSRNKAGGLPGTWARVVAALLLLAVGCSLAVRQLQNQGRSTGSLGSVAPPPGGHSHGPGVYHHGAIISPAGRELLVAGGNVVDAGVGAALCLAVVHPHATGLGAMFWGLFHDSSSGNSTALTSGPAQTLAPGLGLPAALPTLHLLHARFGRLPWPRLLVGPTTLAQEGFLVDTPLARALVARGTEGLCPLLCHADGTPLGAGARATNPQLAAVLRSAALAPTSDLAGDALLSLLAGDLGVEVPSAVPRPTLEPAEQ.... Result: 0 (no interaction). (2) The miRNA is hsa-miR-548aj-3p with sequence UAAAAACUGCAAUUACUUUUA. The protein sequence of the target gene is MSCSKAYGERYVASVQGSAPSPRKKSTRGFYFAKLYYEAKEYDLAKKYICTYINVREMDPRAHRFLGLLYELEENTEKAVECYRRSVELNPTQKDLVLKIAELLCKNDVTDGRAKYWVERAAKLFPGSPAIYKLKEQLLDCEGEDGWNKLFDLIQSELYVRPDDVHVNIRLVELYRSTKRLKDAVARCHEAERNIALRSSLEWNSCVVQTLKEYLESLQCLESDKSDWRATNTDLLLAYANLMLLTLSTRDVQESRELLESFDSALQSAKSSLGGNDELSATFLEMKGHFYMHAGSLLLK.... Result: 1 (interaction). (3) The miRNA is hsa-miR-1264 with sequence CAAGUCUUAUUUGAGCACCUGUU. The protein sequence of the target gene is MKRPCEETTSESDMDETIDVGSENNYSGQSTSSVIRLNSPTTTSQIMARKKRRGIIEKRRRDRINNSLSELRRLVPTAFEKQGSAKLEKAEILQMTVDHLKMLQATGGKGYFDAHALAMDFMSIGFRECLTEVARYLSSVEGLDSSDPLRVRLVSHLSTCATQREAAAMTSSMAHHHHPLHPHHWAAAFHHLPAALLQPNGLHASESTPCRLSTTSEVPPAHGSALLTATFAHADSALRMPSTGSVAPCVPPLSTSLLSLSATVHAAAAAATAAAHSFPLSFAGAFPMLPPNAAAAVAAA.... Result: 1 (interaction). (4) The miRNA is hsa-miR-146b-5p with sequence UGAGAACUGAAUUCCAUAGGCUG. The protein sequence of the target gene is MASSPHQQLLHHHSTEVSCDSSGDSNSVRVKINPKQLSSNTHPKHCKYSISSSCSSSGDSGGLPRRVGGGGRLRRQKKLPQLFERASSRWWDPKFDSMNLEEACLERCFPQTQRRFRYALFYVGFACLLWSIYFAVHMKSKVIVMVVPALCFLVVCVGFFLFTFTKLYARHYAWTSLALTLLVFALTLAAQFQVWTPLSGRVDSSNHTLTATPADTCLSQVGSFSICIEVLLLLYTVMQLPLYLSLFLGVVYSVLFETFGYHFRNEDCYPSPGPGALHWELLSRALLHVCIHAIGIHLFV.... Result: 0 (no interaction). (5) The miRNA is mmu-miR-3569-3p with sequence UCAGUCUGCGCUCCUCUCCAGC. The protein sequence of the target gene is MLAPCSGWELGCFRLCLRQVRLWAGAGRWACWACQARPYSSGGSERWPGSETEVPPPGPGRRTLKEWTLQVSPFGRLRARLPCHLAVRPLDPLTYPDGDRVLVAVCGVEGGVRGLDGLQVKYDEDLEEMAIVSDTIHPQASVEVNAPLKFGLDIKSSGSGCVKVQSIEGDNCKIETEHGTSILQSVKGQKLHVQTKGGKVICLGTVYGNIDIHASDKSAVTIDKLQGSSVTVSTEDGLLKAKYLYTESSFLSSAAGDITLGSVHGNITLQSKMGNITVDSSSGCLKASTNQGAIDVYVSQ.... Result: 0 (no interaction). (6) Result: 0 (no interaction). The miRNA is hsa-miR-1265 with sequence CAGGAUGUGGUCAAGUGUUGUU. The protein sequence of the target gene is MNLRSVFTVEQQRILQRYYENGMTNQSKNCFQLILQCAQETKLDFSVVRTWVGNKRRKMSSKSCESGAAGTVSGTSLAAPDITVRNVVNIARPSSQQSSWTSANNDVIVTGIYSPVSSSSKQGTTKHTNTQITEAHKIPIQKAANKNDTELQLHIPVQRQVAHCKNASVLLGEKTIILSRQTSVLNAGNSVYNHTKKSYGSSPVQASEMTVPQKPSVCQRPCKIEPVGIQRSYKPEHAGLASHNLCGQKPTIRDPCCRTQNLEIREVFSLAVSDYPQRILGGNSTQKPASAEGTCLSIAM.... (7) The miRNA is mmu-miR-669b-5p with sequence AGUUUUGUGUGCAUGUGCAUGU. The protein sequence of the target gene is MVGQMYCYPGSHLARALTRALALALVLALLVGPFLSGLAGAIPAPGGRWARDGQVPPASRSRSVLLDVSAGQLLMVDGRHPDAVAWANLTNAIRETGWAFLELGTSGQYNDSLQAYAAGVVEAAVSEELIYMHWMNTVVNYCGPFEYEVGYCERLKSFLEANLEWMQEEMESNPDSPYWHQVRLTLLQLKGLEDSYEGRVSFPAGKFTIKPLGFLLLQLSGDLEDLELALNKTKIKPSLGSGSCSALIKLLPGQSDLLVAHNTWNNYQHMLRVIKKYWLQFREGPWGDYPLVPGNKLVFS.... Result: 0 (no interaction). (8) The protein sequence of the target gene is MAAIRKKLVVVGDGACGKTCLLIVFSKDEFPEVYVPTVFENYVADIEVDGKQVELALWDTAGQEDYDRLRPLSYPDTDVILMCFSVDSPDSLENIPEKWVPEVKHFCPNVPIILVANKKDLRSDEHVRTELARMKQEPVRTDDGRAMAVRIQAYDYLECSAKTKEGVREVFETATRAALQKRYGSQNGCINCCKVL. Result: 1 (interaction). The miRNA is hsa-miR-548aj-3p with sequence UAAAAACUGCAAUUACUUUUA. (9) The miRNA is hsa-miR-1537-5p with sequence AGCUGUAAUUAGUCAGUUUUCU. The protein sequence of the target gene is MVKMTRSKTFQAYLPSCHRTYSCIHCRAHLANHDELISKSFQGSQGRAYLFNSVVNVGCGPAEERVLLTGLHAVADIYCENCKTTLGWKYEHAFESSQKYKEGKYIIELAHMIKDNGWD. Result: 0 (no interaction). (10) The miRNA is hsa-miR-3065-5p with sequence UCAACAAAAUCACUGAUGCUGGA. The protein sequence of the target gene is MATSQYFDFAQGGGPQYSAQPPTLPLPTVGASYTAQPTPGMDPAVNPAFPPAAPAGYGGYQPHSGQDFAYGSRPQEPVPTATTMATYQDSYSYGQSAAARSYEDRPYFQSAALQSGRMTAADSGQPGTQEACGQPSPHGSHSHAQPPQQAPIVESGQPASTLSSGYTYPTATGVQPESSASIVTSYPPPSYNPTCTAYTAPSYPNYDASVYSAASPFYPPAQPPPPPGPPQQLPPPPAPAGSGSSPRADSKPPLPSKLPRPKAGPRQLQLHYCDICKISCAGPQTYREHLGGQKHRKKEA.... Result: 0 (no interaction).